Dataset: Full USPTO retrosynthesis dataset with 1.9M reactions from patents (1976-2016). Task: Predict the reactants needed to synthesize the given product. (1) The reactants are: [F:1][C:2]1[CH:21]=[CH:20][CH:19]=[C:18]([F:22])[C:3]=1[O:4][C:5]1[CH:10]=[N:9][N:8](C2CCCCO2)[C:7](=[O:17])[CH:6]=1.Cl.O. Given the product [F:1][C:2]1[CH:21]=[CH:20][CH:19]=[C:18]([F:22])[C:3]=1[O:4][C:5]1[CH:10]=[N:9][NH:8][C:7](=[O:17])[CH:6]=1, predict the reactants needed to synthesize it. (2) Given the product [OH:24][C:21]([C:14]1[CH:15]=[CH:16][C:17]2[C:18]3[N:19]=[CH:20][C:8]([C:7]4[N:6]([CH3:38])[N:5]=[N:4][C:3]=4[CH:2]=[O:1])=[CH:9][C:10]=3[N:11]([C@H:25]([C:32]3[CH:37]=[CH:36][CH:35]=[CH:34][CH:33]=3)[CH:26]3[CH2:27][CH2:28][O:29][CH2:30][CH2:31]3)[C:12]=2[CH:13]=1)([CH3:23])[CH3:22], predict the reactants needed to synthesize it. The reactants are: [OH:1][CH2:2][C:3]1[N:4]=[N:5][N:6]([CH3:38])[C:7]=1[C:8]1[CH:20]=[N:19][C:18]2[C:17]3[CH:16]=[CH:15][C:14]([C:21]([OH:24])([CH3:23])[CH3:22])=[CH:13][C:12]=3[N:11]([C@H:25]([C:32]3[CH:37]=[CH:36][CH:35]=[CH:34][CH:33]=3)[CH:26]3[CH2:31][CH2:30][O:29][CH2:28][CH2:27]3)[C:10]=2[CH:9]=1.CC(OI1(OC(C)=O)(OC(C)=O)OC(=O)C2C=CC=CC1=2)=O. (3) Given the product [F:1][C:2]1[CH:3]=[CH:4][C:5]([CH2:6][N:7]2[C:19](=[O:20])[C:18]3[C:17]([OH:21])=[C:16]4[C:11]([CH:12]=[CH:13][CH:14]=[N:15]4)=[C:10]([O:32][CH3:33])[C:9]=3[CH:8]2[CH3:34])=[CH:36][CH:37]=1, predict the reactants needed to synthesize it. The reactants are: [F:1][C:2]1[CH:37]=[CH:36][C:5]([CH2:6][N:7]2[C:19](=[O:20])[C:18]3[C:17]([O:21][Si](C(C)C)(C(C)C)C(C)C)=[C:16]4[C:11]([CH:12]=[CH:13][CH:14]=[N:15]4)=[C:10]([O:32][CH3:33])[C:9]=3[C:8]2(O)[CH3:34])=[CH:4][CH:3]=1.B(F)(F)F.CCOCC.C([SiH](CC)CC)C.